This data is from Forward reaction prediction with 1.9M reactions from USPTO patents (1976-2016). The task is: Predict the product of the given reaction. (1) The product is: [F:1][C:2]1[CH:3]=[C:4]2[C:9](=[CH:10][CH:11]=1)[CH2:8][N:7]([CH2:12][CH2:13][CH2:14][NH:15][C:36]([NH:24][C:25]1[CH:30]=[CH:29][N:28]=[CH:27][CH:26]=1)=[O:37])[CH:6]([CH2:16][C:17]1[CH:18]=[CH:19][C:20]([F:23])=[CH:21][CH:22]=1)[CH2:5]2. Given the reactants [F:1][C:2]1[CH:3]=[C:4]2[C:9](=[CH:10][CH:11]=1)[CH2:8][N:7]([CH2:12][CH2:13][CH2:14][NH2:15])[CH:6]([CH2:16][C:17]1[CH:22]=[CH:21][C:20]([F:23])=[CH:19][CH:18]=1)[CH2:5]2.[NH2:24][C:25]1[CH:30]=[CH:29][N:28]=[CH:27][CH:26]=1.C1N=CN([C:36](N2C=NC=C2)=[O:37])C=1.O, predict the reaction product. (2) Given the reactants [CH:1]1[C:10]2[C:5](=[CH:6][CH:7]=[CH:8][CH:9]=2)[CH:4]=[CH:3][C:2]=1[N:11]=[C:12]=[O:13].[C:14]12([CH2:24][N:25]3[CH2:30][CH2:29][CH:28]([NH2:31])[CH2:27][CH2:26]3)[CH2:23][CH:18]3[CH2:19][CH:20]([CH2:22][CH:16]([CH2:17]3)[CH2:15]1)[CH2:21]2, predict the reaction product. The product is: [C:14]12([CH2:24][N:25]3[CH2:30][CH2:29][CH:28]([NH:31][C:12]([NH:11][C:2]4[CH:3]=[CH:4][C:5]5[C:10](=[CH:9][CH:8]=[CH:7][CH:6]=5)[CH:1]=4)=[O:13])[CH2:27][CH2:26]3)[CH2:15][CH:16]3[CH2:22][CH:20]([CH2:19][CH:18]([CH2:17]3)[CH2:23]1)[CH2:21]2. (3) Given the reactants [CH3:1][C:2]1[C:3](B(O)O)=[CH:4][C:5]2[C:6]([CH3:15])([CH3:14])[CH:7]=[CH:8][C:9]([CH3:13])([CH3:12])[C:10]=2[CH:11]=1.Br[C:20]1[C:21]([F:31])=[C:22]([CH:25]=[C:26]([F:30])[C:27]=1[O:28][CH3:29])[CH:23]=[O:24].C(=O)([O-])[O-].[K+].[K+].C(O)C, predict the reaction product. The product is: [F:31][C:21]1[C:20]([C:3]2[C:2]([CH3:1])=[CH:11][C:10]3[C:9]([CH3:13])([CH3:12])[CH:8]=[CH:7][C:6]([CH3:15])([CH3:14])[C:5]=3[CH:4]=2)=[C:27]([O:28][CH3:29])[C:26]([F:30])=[CH:25][C:22]=1[CH:23]=[O:24]. (4) Given the reactants [Cl:1][C:2]1[N:7]=[C:6]([NH2:8])[C:5]([NH2:9])=[CH:4][CH:3]=1.[N:10]1([CH2:16][C:17](O)=O)[CH2:15][CH2:14][O:13][CH2:12][CH2:11]1, predict the reaction product. The product is: [Cl:1][C:2]1[N:7]=[C:6]2[N:8]=[C:17]([CH2:16][N:10]3[CH2:15][CH2:14][O:13][CH2:12][CH2:11]3)[NH:9][C:5]2=[CH:4][CH:3]=1. (5) Given the reactants [OH-].[Li+].C([O:5][C:6]([C:8]1[S:12][C:11]2=[N:13][C:14]([C:16]3[CH:21]=[CH:20][C:19]([F:22])=[CH:18][CH:17]=3)=[CH:15][N:10]2[C:9]=1[CH3:23])=[O:7])C, predict the reaction product. The product is: [F:22][C:19]1[CH:20]=[CH:21][C:16]([C:14]2[N:13]=[C:11]3[N:10]([CH:15]=2)[C:9]([CH3:23])=[C:8]([C:6]([OH:7])=[O:5])[S:12]3)=[CH:17][CH:18]=1. (6) The product is: [Cl:15][C:13]1[C:14]2[N:9]([C:8]([CH:16]3[CH2:20][CH2:19][CH2:18][O:17]3)=[CH:7][C:6]=2[C:4]([OH:5])=[O:3])[CH:10]=[CH:11][CH:12]=1. Given the reactants C([O:3][C:4]([C:6]1[CH:7]=[C:8]([CH:16]2[CH2:20][CH2:19][CH2:18][O:17]2)[N:9]2[C:14]=1[C:13]([Cl:15])=[CH:12][CH:11]=[CH:10]2)=[O:5])C.[OH-].[K+].O, predict the reaction product. (7) Given the reactants NC1C(O)=CC(Br)=CN=1.N.Br[C:12]1[N:17]=[C:16]2[O:18][CH:19]=[N:20][C:15]2=[CH:14][CH:13]=1.BrC1C=C2OC=NC2=NC=1.[CH3:31][N:32](C(OC(C)(C)C)=O)[CH:33]([CH2:35][CH:36]=[CH2:37])[CH3:34], predict the reaction product. The product is: [CH3:31][NH:32][CH:33]([CH2:35]/[CH:36]=[CH:37]/[C:12]1[N:17]=[C:16]2[O:18][CH:19]=[N:20][C:15]2=[CH:14][CH:13]=1)[CH3:34]. (8) The product is: [C:32]1([S:38]([OH:41])(=[O:40])=[O:39])[CH:37]=[CH:36][CH:35]=[CH:34][CH:33]=1.[F:1][C:2]1[CH:3]=[C:4]([NH:15][C:16]2[N:21]=[C:20]([NH:22][C:23]3[CH:24]=[C:25]([CH2:29][C:30]#[N:31])[CH:26]=[CH:27][CH:28]=3)[CH:19]=[CH:18][N:17]=2)[CH:5]=[CH:6][C:7]=1[N:8]1[CH2:13][CH2:12][N:11]([CH3:14])[CH2:10][CH2:9]1. Given the reactants [F:1][C:2]1[CH:3]=[C:4]([NH:15][C:16]2[N:21]=[C:20]([NH:22][C:23]3[CH:24]=[C:25]([CH2:29][C:30]#[N:31])[CH:26]=[CH:27][CH:28]=3)[CH:19]=[CH:18][N:17]=2)[CH:5]=[CH:6][C:7]=1[N:8]1[CH2:13][CH2:12][N:11]([CH3:14])[CH2:10][CH2:9]1.[C:32]1([S:38]([OH:41])(=[O:40])=[O:39])[CH:37]=[CH:36][CH:35]=[CH:34][CH:33]=1, predict the reaction product. (9) Given the reactants [C:1]1([C:31]2[CH:36]=[CH:35][CH:34]=[CH:33][CH:32]=2)[CH:6]=[CH:5][CH:4]=[C:3]([C:7]2[CH:8]=[C:9]([NH:17][C:18]3[N:27]=[CH:26][C:25]([CH:28]4[CH2:30][CH2:29]4)=[CH:24][C:19]=3[C:20]([O:22]C)=[O:21])[CH:10]=[C:11]3[C:15]=2[N:14]([CH3:16])[CH:13]=[CH:12]3)[CH:2]=1.[OH-].[Na+], predict the reaction product. The product is: [C:1]1([C:31]2[CH:36]=[CH:35][CH:34]=[CH:33][CH:32]=2)[CH:6]=[CH:5][CH:4]=[C:3]([C:7]2[CH:8]=[C:9]([NH:17][C:18]3[N:27]=[CH:26][C:25]([CH:28]4[CH2:30][CH2:29]4)=[CH:24][C:19]=3[C:20]([OH:22])=[O:21])[CH:10]=[C:11]3[C:15]=2[N:14]([CH3:16])[CH:13]=[CH:12]3)[CH:2]=1.